Dataset: Retrosynthesis with 50K atom-mapped reactions and 10 reaction types from USPTO. Task: Predict the reactants needed to synthesize the given product. Given the product CCOC(=O)COc1cc(C)c(Sc2cc(C#CCN3CCOCC3)cc(OCC(C)C)c2)cc1C, predict the reactants needed to synthesize it. The reactants are: C#CCN1CCOCC1.CCOC(=O)COc1cc(C)c(Sc2cc(Br)cc(OCC(C)C)c2)cc1C.